Regression. Given a peptide amino acid sequence and an MHC pseudo amino acid sequence, predict their binding affinity value. This is MHC class I binding data. From a dataset of Peptide-MHC class I binding affinity with 185,985 pairs from IEDB/IMGT. (1) The peptide sequence is MFEALPHII. The MHC is H-2-Kd with pseudo-sequence H-2-Kd. The binding affinity (normalized) is 0. (2) The peptide sequence is TFFTVVVGL. The MHC is H-2-Dd with pseudo-sequence H-2-Dd. The binding affinity (normalized) is 0.0654. (3) The peptide sequence is NTPVSMTYLY. The MHC is HLA-A31:01 with pseudo-sequence HLA-A31:01. The binding affinity (normalized) is 0. (4) The peptide sequence is GAITSAHFM. The MHC is HLA-B58:01 with pseudo-sequence HLA-B58:01. The binding affinity (normalized) is 0.371. (5) The peptide sequence is NSDPNTPDK. The MHC is HLA-B08:01 with pseudo-sequence HLA-B08:01. The binding affinity (normalized) is 0.0847. (6) The peptide sequence is ELAPIRVNA. The MHC is HLA-A80:01 with pseudo-sequence HLA-A80:01. The binding affinity (normalized) is 0.0847.